This data is from Full USPTO retrosynthesis dataset with 1.9M reactions from patents (1976-2016). The task is: Predict the reactants needed to synthesize the given product. (1) Given the product [Cl:29][C:28]1[CH:27]=[CH:26][C:25]([NH:30][C:31]([NH:1][C:2]2[CH:19]=[CH:18][C:5]([O:6][C:7]3[C:16]4[NH:15][C:14](=[O:17])[CH:13]=[N:12][C:11]=4[N:10]=[CH:9][CH:8]=3)=[CH:4][C:3]=2[F:20])=[O:32])=[CH:24][C:23]=1[C:22]([F:21])([F:33])[F:34], predict the reactants needed to synthesize it. The reactants are: [NH2:1][C:2]1[CH:19]=[CH:18][C:5]([O:6][C:7]2[C:16]3[NH:15][C:14](=[O:17])[CH:13]=[N:12][C:11]=3[N:10]=[CH:9][CH:8]=2)=[CH:4][C:3]=1[F:20].[F:21][C:22]([F:34])([F:33])[C:23]1[CH:24]=[C:25]([N:30]=[C:31]=[O:32])[CH:26]=[CH:27][C:28]=1[Cl:29]. (2) Given the product [Cl:1][C:2]1([Cl:7])[C:9]2([CH2:14][CH2:13][O:12][CH2:11][CH2:10]2)[CH2:8][C:3]1=[O:4], predict the reactants needed to synthesize it. The reactants are: [Cl:1][C:2]([Cl:7])(Cl)[C:3](Cl)=[O:4].[CH2:8]=[C:9]1[CH2:14][CH2:13][O:12][CH2:11][CH2:10]1. (3) Given the product [CH2:1]([O:8][C:9]([NH:11][C@H:12]([C:18]([NH:43][CH2:44][CH2:45][CH:46]([O:50][CH2:51][CH3:52])[O:47][CH2:48][CH3:49])=[O:20])[CH2:13][CH2:14][C:15]([O:17][C:30]([CH3:26])([CH3:22])[CH3:32])=[O:16])=[O:10])[C:2]1[CH:3]=[CH:4][CH:5]=[CH:6][CH:7]=1, predict the reactants needed to synthesize it. The reactants are: [CH2:1]([O:8][C:9]([NH:11][C@H:12]([C:18]([OH:20])=O)[CH2:13][CH2:14][C:15]([OH:17])=[O:16])=[O:10])[C:2]1[CH:7]=[CH:6][CH:5]=[CH:4][CH:3]=1.O[C:22]1[C:30]2N=NN[C:26]=2C=CC=1.Cl.[CH3:32]N(C)CCCN=C=NCC.[NH2:43][CH2:44][CH2:45][CH:46]([O:50][CH2:51][CH3:52])[O:47][CH2:48][CH3:49].C(N(CC)C(C)C)(C)C. (4) The reactants are: Cl.[CH2:2]([O:4][C:5]([CH:7]1[CH:12]2[CH2:13][CH:9]([CH2:10][CH2:11]2)[NH:8]1)=[O:6])[CH3:3].C(=O)(O)[O-].[Na+]. Given the product [CH2:2]([O:4][C:5]([CH:7]1[CH:12]2[CH2:13][CH:9]([CH2:10][CH2:11]2)[NH:8]1)=[O:6])[CH3:3], predict the reactants needed to synthesize it. (5) Given the product [CH3:13][O:14][C:15]1[CH:22]=[CH:21][C:18]([C:19]2[N:2]([CH3:1])[N:3]=[C:4]([C:6]3[C:11]([CH3:12])=[CH:10][CH:9]=[CH:8][N:7]=3)[N:5]=2)=[C:17]([OH:23])[CH:16]=1, predict the reactants needed to synthesize it. The reactants are: [CH3:1][NH:2][NH:3][C:4]([C:6]1[C:11]([CH3:12])=[CH:10][CH:9]=[CH:8][N:7]=1)=[NH:5].[CH3:13][O:14][C:15]1[CH:22]=[CH:21][C:18]([CH:19]=O)=[C:17]([OH:23])[CH:16]=1.